Dataset: CYP1A2 inhibition data for predicting drug metabolism from PubChem BioAssay. Task: Regression/Classification. Given a drug SMILES string, predict its absorption, distribution, metabolism, or excretion properties. Task type varies by dataset: regression for continuous measurements (e.g., permeability, clearance, half-life) or binary classification for categorical outcomes (e.g., BBB penetration, CYP inhibition). Dataset: cyp1a2_veith. The drug is CCCn1nc2cc(C(=O)NCc3ccc(C)cc3)ccc2c1OC. The result is 1 (inhibitor).